From a dataset of Forward reaction prediction with 1.9M reactions from USPTO patents (1976-2016). Predict the product of the given reaction. (1) The product is: [S:1]1[CH:5]=[CH:4][CH:3]=[C:2]1[C:6]1[S:7][C:8]([C:11]#[N:14])=[CH:9][N:10]=1. Given the reactants [S:1]1[CH:5]=[CH:4][CH:3]=[C:2]1[C:6]1[S:7][C:8]([CH:11]=O)=[CH:9][N:10]=1.Cl.[NH2:14]O, predict the reaction product. (2) Given the reactants [F:1][C:2]1[CH:7]=[CH:6][CH:5]=[C:4]([F:8])[C:3]=1[C:9]1[O:10][C:11]([C:17]2[CH:22]=[CH:21][C:20]([N:23]3[CH2:28][CH2:27][NH:26][CH2:25][CH2:24]3)=[CH:19][CH:18]=2)=[C:12]([C:14]([NH2:16])=[O:15])[N:13]=1.C=O.[C:31](O[BH-](OC(=O)C)OC(=O)C)(=O)C.[Na+], predict the reaction product. The product is: [F:1][C:2]1[CH:7]=[CH:6][CH:5]=[C:4]([F:8])[C:3]=1[C:9]1[O:10][C:11]([C:17]2[CH:18]=[CH:19][C:20]([N:23]3[CH2:24][CH2:25][N:26]([CH3:31])[CH2:27][CH2:28]3)=[CH:21][CH:22]=2)=[C:12]([C:14]([NH2:16])=[O:15])[N:13]=1.